From a dataset of Full USPTO retrosynthesis dataset with 1.9M reactions from patents (1976-2016). Predict the reactants needed to synthesize the given product. (1) Given the product [O:1]=[C:2]1[CH:6]=[CH:5][C:4](=[O:7])[N:3]1[CH2:8][CH2:9][CH2:10][CH2:11][CH2:12][C:13]([N:15]([CH2:17][CH2:18][N:19]([CH3:73])[C:20](=[O:72])[O:21][C:22]1[C:23]2[CH:71]=[CH:70][CH:69]=[CH:68][C:24]=2[C:25]2[C@H:26]([CH2:66][Cl:67])[CH2:27][N:28]([C:31](=[O:65])[CH2:32][CH2:33][CH2:34][C:35]([N:37]3[C:45]4[CH:44]=[C:43]([O:46][P:47]([OH:49])([OH:54])=[O:48])[C:42]5[CH:59]=[CH:60][CH:61]=[CH:62][C:41]=5[C:40]=4[C@H:39]([CH2:63][Cl:64])[CH2:38]3)=[O:36])[C:29]=2[CH:30]=1)[CH3:16])=[O:14], predict the reactants needed to synthesize it. The reactants are: [O:1]=[C:2]1[CH:6]=[CH:5][C:4](=[O:7])[N:3]1[CH2:8][CH2:9][CH2:10][CH2:11][CH2:12][C:13]([N:15]([CH2:17][CH2:18][N:19]([CH3:73])[C:20](=[O:72])[O:21][C:22]1[C:23]2[CH:71]=[CH:70][CH:69]=[CH:68][C:24]=2[C:25]2[C@H:26]([CH2:66][Cl:67])[CH2:27][N:28]([C:31](=[O:65])[CH2:32][CH2:33][CH2:34][C:35]([N:37]3[C:45]4[CH:44]=[C:43]([O:46][P:47]([O:54]C(C)(C)C)([O:49]C(C)(C)C)=[O:48])[C:42]5[CH:59]=[CH:60][CH:61]=[CH:62][C:41]=5[C:40]=4[C@H:39]([CH2:63][Cl:64])[CH2:38]3)=[O:36])[C:29]=2[CH:30]=1)[CH3:16])=[O:14].C(O)(C(F)(F)F)=O. (2) Given the product [CH2:1]([NH:8][C:9]1[CH:13]=[C:12]([C:14]2[CH:19]=[CH:18][N:17]=[CH:16][CH:15]=2)[S:11][C:10]=1[C:20]([NH2:27])=[O:22])[C:2]1[CH:7]=[CH:6][CH:5]=[CH:4][CH:3]=1, predict the reactants needed to synthesize it. The reactants are: [CH2:1]([NH:8][C:9]1[CH:13]=[C:12]([C:14]2[CH:19]=[CH:18][N:17]=[CH:16][CH:15]=2)[S:11][C:10]=1[C:20]([OH:22])=O)[C:2]1[CH:7]=[CH:6][CH:5]=[CH:4][CH:3]=1.[Cl-].[NH4+].C([N:27](CC)CC)C.ON1C2C=CC=CC=2N=N1.Cl.C(N=C=NCCCN(C)C)C.C(=O)([O-])O.[Na+]. (3) Given the product [CH2:1]([O:3][C:4]([C:6]1[C:15](=[O:16])[C:14]2[C:9](=[N:10][C:11]([NH:37][CH2:36][CH2:35][NH:34][C:33]([O:32][C:28]([CH3:31])([CH3:30])[CH3:29])=[O:38])=[C:12]([F:17])[CH:13]=2)[N:8]([CH2:19][CH3:20])[CH:7]=1)=[O:5])[CH3:2], predict the reactants needed to synthesize it. The reactants are: [CH2:1]([O:3][C:4]([C:6]1[C:15](=[O:16])[C:14]2[C:9](=[N:10][C:11](Cl)=[C:12]([F:17])[CH:13]=2)[N:8]([CH2:19][CH3:20])[CH:7]=1)=[O:5])[CH3:2].C(N(CC)CC)C.[C:28]([O:32][C:33](=[O:38])[NH:34][CH2:35][CH2:36][NH2:37])([CH3:31])([CH3:30])[CH3:29]. (4) Given the product [CH:26]([C:24]1[CH:23]=[CH:22][C:21]([O:29][CH3:30])=[C:20]([C:11]2[CH:12]=[CH:13][C:14]([C:16]([F:19])([F:18])[F:17])=[CH:15][C:10]=2[CH2:9][NH:8][C:5]2[N:4]=[CH:3][C:2]([N:52]3[CH2:57][CH2:56][O:55][CH2:54][CH2:53]3)=[CH:7][N:6]=2)[CH:25]=1)([CH3:28])[CH3:27], predict the reactants needed to synthesize it. The reactants are: Br[C:2]1[CH:3]=[N:4][C:5]([NH:8][CH2:9][C:10]2[CH:15]=[C:14]([C:16]([F:19])([F:18])[F:17])[CH:13]=[CH:12][C:11]=2[C:20]2[CH:25]=[C:24]([CH:26]([CH3:28])[CH3:27])[CH:23]=[CH:22][C:21]=2[O:29][CH3:30])=[N:6][CH:7]=1.C(P(C(C)(C)C)C1C=CC=CC=1C1C=CC=CC=1)(C)(C)C.[NH:52]1[CH2:57][CH2:56][O:55][CH2:54][CH2:53]1.CC(C)([O-])C.[Na+]. (5) Given the product [Cl:3][C:4]1[N:9]=[C:8]([C:10](=[NH:13])[NH2:2])[CH:7]=[CH:6][CH:5]=1, predict the reactants needed to synthesize it. The reactants are: [Cl-].[NH4+:2].[Cl:3][C:4]1[N:9]=[C:8]([C:10](=[NH:13])OC)[CH:7]=[CH:6][CH:5]=1. (6) The reactants are: [CH2:1]([O:8][CH2:9][N:10]1[C:15](=[O:16])[C:14]([Br:17])=[N:13][N:12](CC(F)(F)C2C=CC=CC=2)[C:11]1=[O:28])[C:2]1[CH:7]=[CH:6][CH:5]=[CH:4][CH:3]=1.[F:29][C:30]1[CH:31]=[C:32]([CH2:37][CH2:38]O)[CH:33]=[CH:34][C:35]=1[F:36]. Given the product [CH2:1]([O:8][CH2:9][N:10]1[C:15](=[O:16])[C:14]([Br:17])=[N:13][N:12]([CH2:38][CH2:37][C:32]2[CH:33]=[CH:34][C:35]([F:36])=[C:30]([F:29])[CH:31]=2)[C:11]1=[O:28])[C:2]1[CH:7]=[CH:6][CH:5]=[CH:4][CH:3]=1, predict the reactants needed to synthesize it. (7) Given the product [N:41]1([C:37]2[CH:36]=[C:35]([C:31]3[CH:30]=[C:29]([C:27]4[CH2:26][C:25](=[O:47])[NH:24][C:9]5[CH:10]=[C:11]([C:51]([F:54])([F:53])[F:52])[C:12]([O:14][CH2:15][C:51]([F:54])([F:53])[F:52])=[CH:13][C:8]=5[N:7]=4)[CH:34]=[CH:33][CH:32]=3)[CH:40]=[CH:39][N:38]=2)[CH2:46][CH2:45][O:44][CH2:43][CH2:42]1, predict the reactants needed to synthesize it. The reactants are: C(OC(=O)[NH:7][C:8]1[CH:13]=[C:12]([O:14][CH2:15]C(F)(F)F)[C:11](C(F)(F)F)=[CH:10][C:9]=1[NH:24][C:25](=[O:47])[CH2:26][C:27]([C:29]1[CH:34]=[CH:33][CH:32]=[C:31]([C:35]2[CH:40]=[CH:39][N:38]=[C:37]([N:41]3[CH2:46][CH2:45][O:44][CH2:43][CH2:42]3)[CH:36]=2)[CH:30]=1)=O)(C)(C)C.C(O)([C:51]([F:54])([F:53])[F:52])=O.